This data is from NCI-60 drug combinations with 297,098 pairs across 59 cell lines. The task is: Regression. Given two drug SMILES strings and cell line genomic features, predict the synergy score measuring deviation from expected non-interaction effect. (1) Drug 1: C1=NC2=C(N=C(N=C2N1C3C(C(C(O3)CO)O)O)F)N. Drug 2: N.N.Cl[Pt+2]Cl. Cell line: COLO 205. Synergy scores: CSS=32.8, Synergy_ZIP=-7.36, Synergy_Bliss=0.695, Synergy_Loewe=-0.406, Synergy_HSA=4.16. (2) Drug 1: C1C(C(OC1N2C=NC3=C(N=C(N=C32)Cl)N)CO)O. Drug 2: CCCCC(=O)OCC(=O)C1(CC(C2=C(C1)C(=C3C(=C2O)C(=O)C4=C(C3=O)C=CC=C4OC)O)OC5CC(C(C(O5)C)O)NC(=O)C(F)(F)F)O. Cell line: K-562. Synergy scores: CSS=59.0, Synergy_ZIP=-5.56, Synergy_Bliss=-8.55, Synergy_Loewe=-7.14, Synergy_HSA=-4.11. (3) Drug 1: C1=C(C(=O)NC(=O)N1)N(CCCl)CCCl. Drug 2: CC1=C(N=C(N=C1N)C(CC(=O)N)NCC(C(=O)N)N)C(=O)NC(C(C2=CN=CN2)OC3C(C(C(C(O3)CO)O)O)OC4C(C(C(C(O4)CO)O)OC(=O)N)O)C(=O)NC(C)C(C(C)C(=O)NC(C(C)O)C(=O)NCCC5=NC(=CS5)C6=NC(=CS6)C(=O)NCCC[S+](C)C)O. Cell line: OVCAR3. Synergy scores: CSS=35.4, Synergy_ZIP=7.03, Synergy_Bliss=6.19, Synergy_Loewe=7.07, Synergy_HSA=8.73. (4) Drug 1: CC1C(C(CC(O1)OC2CC(CC3=C2C(=C4C(=C3O)C(=O)C5=C(C4=O)C(=CC=C5)OC)O)(C(=O)C)O)N)O.Cl. Drug 2: CC1=C2C(C(=O)C3(C(CC4C(C3C(C(C2(C)C)(CC1OC(=O)C(C(C5=CC=CC=C5)NC(=O)C6=CC=CC=C6)O)O)OC(=O)C7=CC=CC=C7)(CO4)OC(=O)C)O)C)OC(=O)C. Cell line: LOX IMVI. Synergy scores: CSS=32.9, Synergy_ZIP=-13.9, Synergy_Bliss=-11.6, Synergy_Loewe=-13.3, Synergy_HSA=-5.82. (5) Drug 1: C1CCN(CC1)CCOC2=CC=C(C=C2)C(=O)C3=C(SC4=C3C=CC(=C4)O)C5=CC=C(C=C5)O. Drug 2: CC1=C(C=C(C=C1)NC2=NC=CC(=N2)N(C)C3=CC4=NN(C(=C4C=C3)C)C)S(=O)(=O)N.Cl. Cell line: SK-MEL-5. Synergy scores: CSS=2.76, Synergy_ZIP=4.94, Synergy_Bliss=11.4, Synergy_Loewe=2.55, Synergy_HSA=2.73. (6) Drug 1: CN(C)C1=NC(=NC(=N1)N(C)C)N(C)C. Drug 2: C1=NC2=C(N=C(N=C2N1C3C(C(C(O3)CO)O)F)Cl)N. Cell line: UACC62. Synergy scores: CSS=12.7, Synergy_ZIP=0.148, Synergy_Bliss=-2.49, Synergy_Loewe=-42.2, Synergy_HSA=-3.07.